This data is from Catalyst prediction with 721,799 reactions and 888 catalyst types from USPTO. The task is: Predict which catalyst facilitates the given reaction. (1) Reactant: C(N(CC)CC)C.Cl.Cl[C:10]1[N:15]([CH3:16])[C:14](=[O:17])[CH:13]=[C:12]([C:18]2[CH:23]=[CH:22][N:21]=[CH:20][CH:19]=2)[N:11]=1.[C:24]([O:28][C:29]([N:31]1[CH2:36][CH:35]2[CH2:37][C@H:32]1[CH2:33][NH:34]2)=[O:30])([CH3:27])([CH3:26])[CH3:25].O. Product: [C:24]([O:28][C:29]([N:31]1[CH2:36][CH:35]2[CH2:37][C@H:32]1[CH2:33][N:34]2[C:10]1[N:15]([CH3:16])[C:14](=[O:17])[CH:13]=[C:12]([C:18]2[CH:23]=[CH:22][N:21]=[CH:20][CH:19]=2)[N:11]=1)=[O:30])([CH3:27])([CH3:25])[CH3:26]. The catalyst class is: 9. (2) Reactant: O=[C:2]1[N:7]([CH2:8][C:9]2[CH:14]=[CH:13][CH:12]=[CH:11][CH:10]=2)[C@@H:6]([C:15]([O:17][CH2:18][CH3:19])=[O:16])[CH2:5][O:4][CH2:3]1. Product: [C:9]1([CH2:8][N:7]2[CH2:2][CH2:3][O:4][CH2:5][C@@H:6]2[C:15]([O:17][CH2:18][CH3:19])=[O:16])[CH:10]=[CH:11][CH:12]=[CH:13][CH:14]=1. The catalyst class is: 1. (3) Product: [CH3:13][C:14]([O:17][C:18]([NH:1][CH:2]1[CH2:7][CH2:6][CH2:5][CH:4]([C:8]([OH:10])=[O:9])[CH2:3]1)=[O:19])([CH3:16])[CH3:15]. Reactant: [NH2:1][CH:2]1[CH2:7][CH2:6][CH2:5][CH:4]([C:8]([OH:10])=[O:9])[CH2:3]1.[OH-].[Na+].[CH3:13][C:14]([O:17][C:18](O[C:18]([O:17][C:14]([CH3:16])([CH3:15])[CH3:13])=[O:19])=[O:19])([CH3:16])[CH3:15]. The catalyst class is: 12. (4) Reactant: [Cl:1][C:2]1[N:7]=[C:6]([NH:8][CH:9]2[CH2:14][CH2:13][N:12]([C:15]([O:17][C:18]([CH3:21])([CH3:20])[CH3:19])=[O:16])[CH2:11][CH2:10]2)[CH:5]=[N:4][CH:3]=1.CI.[CH3:24][Si]([N-][Si](C)(C)C)(C)C.[Na+]. Product: [Cl:1][C:2]1[N:7]=[C:6]([N:8]([CH3:24])[CH:9]2[CH2:14][CH2:13][N:12]([C:15]([O:17][C:18]([CH3:21])([CH3:20])[CH3:19])=[O:16])[CH2:11][CH2:10]2)[CH:5]=[N:4][CH:3]=1. The catalyst class is: 1. (5) Reactant: C(OC(=O)[NH:7][C:8]1[C:13]([F:14])=[CH:12][CH:11]=[C:10]([NH:15][S:16]([C:19]2[N:20]=[CH:21][N:22]([CH3:24])[CH:23]=2)(=[O:18])=[O:17])[C:9]=1[F:25])(C)(C)C.Cl. Product: [NH2:7][C:8]1[C:9]([F:25])=[C:10]([NH:15][S:16]([C:19]2[N:20]=[CH:21][N:22]([CH3:24])[CH:23]=2)(=[O:18])=[O:17])[CH:11]=[CH:12][C:13]=1[F:14]. The catalyst class is: 413. (6) Reactant: [N:1]1([C:7]2[CH:12]=[CH:11][C:10]([NH:13][C:14]([C:16]3[CH:25]=[C:24]([O:26][CH2:27][O:28][CH2:29][CH2:30][Si:31]([CH3:34])([CH3:33])[CH3:32])[C:23]4[C:18](=[C:19](Br)[CH:20]=[C:21]([O:35][CH3:36])[CH:22]=4)[N:17]=3)=[O:15])=[CH:9][CH:8]=2)[CH2:6][CH2:5][O:4][CH2:3][CH2:2]1.N1(C2C=CC([NH-])=CC=2)CCOCC1.[CH3:51][N:52]1[CH2:58][CH2:57][CH2:56][NH:55][CH2:54][CH2:53]1.C1C=CC(P(C2C(C3C(P(C4C=CC=CC=4)C4C=CC=CC=4)=CC=C4C=3C=CC=C4)=C3C(C=CC=C3)=CC=2)C2C=CC=CC=2)=CC=1.C(=O)([O-])[O-].[Cs+].[Cs+]. Product: [N:1]1([C:7]2[CH:12]=[CH:11][C:10]([NH:13][C:14]([C:16]3[CH:25]=[C:24]([O:26][CH2:27][O:28][CH2:29][CH2:30][Si:31]([CH3:34])([CH3:33])[CH3:32])[C:23]4[C:18](=[C:19]([N:55]5[CH2:56][CH2:57][CH2:58][N:52]([CH3:51])[CH2:53][CH2:54]5)[CH:20]=[C:21]([O:35][CH3:36])[CH:22]=4)[N:17]=3)=[O:15])=[CH:9][CH:8]=2)[CH2:6][CH2:5][O:4][CH2:3][CH2:2]1. The catalyst class is: 11.